Dataset: Full USPTO retrosynthesis dataset with 1.9M reactions from patents (1976-2016). Task: Predict the reactants needed to synthesize the given product. Given the product [CH3:2][O:3][C:4](=[O:14])[C@H:5]([CH2:7][C:8]1[CH:13]=[CH:12][CH:11]=[CH:10][CH:9]=1)[NH2:6], predict the reactants needed to synthesize it. The reactants are: Cl.[CH3:2][O:3][C:4](=[O:14])[C@H:5]([CH2:7][C:8]1[CH:13]=[CH:12][CH:11]=[CH:10][CH:9]=1)[NH2:6].C(=O)([O-])[O-].[Na+].[Na+].ClCCl.